From a dataset of Reaction yield outcomes from USPTO patents with 853,638 reactions. Predict the reaction yield, written as a fraction of the theoretical maximum amount of product (1.0 means a 100% yield; for example, 0.34 means a 34% yield). (1) The reactants are [Br:1][C:2]1[CH:11]=[CH:10][CH:9]=[C:8]2[C:3]=1[CH2:4][CH2:5][CH2:6][C:7]2=[O:12].[Br:13]Br. The catalyst is C(Cl)Cl.CCOCC. The product is [Br:13][CH:6]1[CH2:5][CH2:4][C:3]2[C:8](=[CH:9][CH:10]=[CH:11][C:2]=2[Br:1])[C:7]1=[O:12]. The yield is 0.794. (2) The reactants are [N:1]1([S:6]([C:9]2[CH:10]=[C:11]([CH:16]=[CH:17][CH:18]=2)[C:12]([NH:14][NH2:15])=[O:13])(=[O:8])=[O:7])[CH2:5][CH2:4][CH2:3][CH2:2]1.[Cl:19][C:20]1[CH:21]=[CH:22][C:23]([OH:29])=[C:24]([C:26](=O)[CH3:27])[CH:25]=1. The catalyst is CO.C(O)(=O)C. The product is [Cl:19][C:20]1[CH:21]=[CH:22][C:23]([OH:29])=[C:24](/[C:26](=[N:15]/[NH:14][C:12](=[O:13])[C:11]2[CH:16]=[CH:17][CH:18]=[C:9]([S:6]([N:1]3[CH2:2][CH2:3][CH2:4][CH2:5]3)(=[O:7])=[O:8])[CH:10]=2)/[CH3:27])[CH:25]=1. The yield is 0.417. (3) The reactants are [Br:1][C:2]1[CH:7]=[CH:6][C:5]([N:8]2[C:12](C(O)=O)=[C:11]([CH3:16])[N:10]=[N:9]2)=[CH:4][CH:3]=1.[CH:17]1([CH:20]([OH:22])[CH3:21])[CH2:19][CH2:18]1.C([N:25]([CH2:28]C)CC)C.C1(P(N=[N+]=[N-])(C2C=CC=CC=2)=[O:37])C=CC=CC=1. The catalyst is C1(C)C=CC=CC=1. The product is [CH:17]1([CH:20]([O:22][C:28](=[O:37])[NH:25][C:12]2[N:8]([C:5]3[CH:4]=[CH:3][C:2]([Br:1])=[CH:7][CH:6]=3)[N:9]=[N:10][C:11]=2[CH3:16])[CH3:21])[CH2:19][CH2:18]1. The yield is 0.689. (4) The reactants are [Si:1]([O:8][C:9]([CH3:31])([CH3:30])[CH2:10][N:11]1[C:19]2[C:14](=[CH:15][C:16]([O:20][C:21]3[CH:28]=[CH:27][C:26]([F:29])=[CH:25][C:22]=3[CH2:23][NH2:24])=[CH:17][CH:18]=2)[CH:13]=[N:12]1)([C:4]([CH3:7])([CH3:6])[CH3:5])([CH3:3])[CH3:2].ClC(Cl)(Cl)C[O:35][C:36](=O)[NH:37][C:38]1[N:39]([CH3:47])[N:40]=[C:41]([C:43]([CH3:46])([CH3:45])[CH3:44])[CH:42]=1.CCN(C(C)C)C(C)C. The catalyst is CC(N(C)C)=O.CCOCC. The product is [Si:1]([O:8][C:9]([CH3:31])([CH3:30])[CH2:10][N:11]1[C:19]2[C:14](=[CH:15][C:16]([O:20][C:21]3[CH:28]=[CH:27][C:26]([F:29])=[CH:25][C:22]=3[CH2:23][NH:24][C:36]([NH:37][C:38]3[N:39]([CH3:47])[N:40]=[C:41]([C:43]([CH3:45])([CH3:44])[CH3:46])[CH:42]=3)=[O:35])=[CH:17][CH:18]=2)[CH:13]=[N:12]1)([C:4]([CH3:7])([CH3:5])[CH3:6])([CH3:3])[CH3:2]. The yield is 0.830. (5) The reactants are CO[C:3]1[CH:8]=[C:7]([O:9]C)[CH:6]=[CH:5][C:4]=1[C:11]1[CH:20]=[CH:19][C:18]([N+:21]([O-:23])=[O:22])=[CH:17][C:12]=1[C:13]([O:15]C)=[O:14].B(Br)(Br)Br.CO. The catalyst is C(Cl)Cl. The product is [OH:9][C:7]1[CH:8]=[C:3]2[C:4]([C:11]3[CH:20]=[CH:19][C:18]([N+:21]([O-:23])=[O:22])=[CH:17][C:12]=3[C:13](=[O:14])[O:15]2)=[CH:5][CH:6]=1. The yield is 0.510. (6) The reactants are Br[CH2:2][CH2:3][CH2:4][CH2:5][N:6]1[CH:11]=[CH:10][C:9]([NH:12][C:13](=[O:21])[CH2:14][C:15]2[CH:20]=[CH:19][CH:18]=[CH:17][CH:16]=2)=[CH:8][C:7]1=[O:22].[N-:23]=[N+:24]=[N-:25].[Na+]. The catalyst is C1COCC1.O. The product is [N:23]([CH2:2][CH2:3][CH2:4][CH2:5][N:6]1[CH:11]=[CH:10][C:9]([NH:12][C:13](=[O:21])[CH2:14][C:15]2[CH:20]=[CH:19][CH:18]=[CH:17][CH:16]=2)=[CH:8][C:7]1=[O:22])=[N+:24]=[N-:25]. The yield is 0.980.